Dataset: Forward reaction prediction with 1.9M reactions from USPTO patents (1976-2016). Task: Predict the product of the given reaction. (1) Given the reactants [Si:1](Cl)([C:4]([CH3:7])([CH3:6])[CH3:5])([CH3:3])[CH3:2].[OH:9][CH:10]1[CH2:15][CH2:14][CH:13]([C:16](OCC)=[O:17])[CH2:12][CH2:11]1.N1C=CN=C1.CC(C[Al]CC(C)C)C, predict the reaction product. The product is: [C:4]([Si:1]([CH3:3])([CH3:2])[O:9][CH:10]1[CH2:15][CH2:14][CH:13]([CH2:16][OH:17])[CH2:12][CH2:11]1)([CH3:7])([CH3:6])[CH3:5]. (2) Given the reactants C([N:8]1[CH2:12][CH2:11][CH:10]([O:13][C:14]([N:16]2[CH2:21][CH2:20][CH:19]([O:22][C:23]3[CH:28]=[C:27]([N:29]4[C:37]5[C:32](=[CH:33][C:34]([S:38]([CH3:41])(=[O:40])=[O:39])=[CH:35][CH:36]=5)[CH2:31][CH2:30]4)[N:26]=[CH:25][N:24]=3)[CH2:18][CH2:17]2)=[O:15])[CH2:9]1)C1C=CC=CC=1.[H][H], predict the reaction product. The product is: [NH:8]1[CH2:12][CH2:11][CH:10]([O:13][C:14]([N:16]2[CH2:21][CH2:20][CH:19]([O:22][C:23]3[CH:28]=[C:27]([N:29]4[C:37]5[C:32](=[CH:33][C:34]([S:38]([CH3:41])(=[O:40])=[O:39])=[CH:35][CH:36]=5)[CH2:31][CH2:30]4)[N:26]=[CH:25][N:24]=3)[CH2:18][CH2:17]2)=[O:15])[CH2:9]1. (3) Given the reactants [CH2:1]([N:8]([CH2:16][CH2:17][OH:18])[C:9]([CH2:11][O:12][C:13](=[O:15])[CH3:14])=[O:10])[C:2]1[CH:7]=[CH:6][CH:5]=[CH:4][CH:3]=1.CS(C)=O.C(N(CC)C(C)C)(C)C.N1C=CC=CC=1, predict the reaction product. The product is: [CH2:1]([N:8]([CH2:16][CH:17]=[O:18])[C:9]([CH2:11][O:12][C:13](=[O:15])[CH3:14])=[O:10])[C:2]1[CH:3]=[CH:4][CH:5]=[CH:6][CH:7]=1. (4) The product is: [OH:36][C:32]1[CH:31]=[C:30]([NH:29][CH:2]=[C:3]2[C:11]3[C:6](=[CH:7][C:8]([C:12]([C:14]4[CH:19]=[CH:18][C:17]([NH:20][C:21]([C:23]5[S:24][CH:25]=[CH:26][CH:27]=5)=[O:22])=[CH:16][CH:15]=4)=[O:13])=[CH:9][CH:10]=3)[NH:5][C:4]2=[O:28])[CH:35]=[CH:34][CH:33]=1. Given the reactants O[CH:2]=[C:3]1[C:11]2[C:6](=[CH:7][C:8]([C:12]([C:14]3[CH:19]=[CH:18][C:17]([NH:20][C:21]([C:23]4[S:24][CH:25]=[CH:26][CH:27]=4)=[O:22])=[CH:16][CH:15]=3)=[O:13])=[CH:9][CH:10]=2)[NH:5][C:4]1=[O:28].[NH2:29][C:30]1[CH:31]=[C:32]([OH:36])[CH:33]=[CH:34][CH:35]=1, predict the reaction product. (5) Given the reactants [Br:1][C:2]1[CH:7]=[CH:6][C:5]([C:8]2[CH:13]=[CH:12][C:11]([CH2:14][C@@H:15]([OH:17])[CH3:16])=[CH:10][CH:9]=2)=[CH:4][CH:3]=1.N1C=CN=C1.[C:23]([Si:27]([CH3:30])([CH3:29])Cl)([CH3:26])([CH3:25])[CH3:24].C(OCC)C, predict the reaction product. The product is: [Br:1][C:2]1[CH:3]=[CH:4][C:5]([C:8]2[CH:13]=[CH:12][C:11]([CH2:14][C@H:15]([CH3:16])[O:17][Si:27]([C:23]([CH3:26])([CH3:25])[CH3:24])([CH3:30])[CH3:29])=[CH:10][CH:9]=2)=[CH:6][CH:7]=1. (6) Given the reactants [C:1]1([CH3:15])[CH:6]=[CH:5][CH:4]=[CH:3][C:2]=1[C:7]1[N:12]=[CH:11][C:10]([CH2:13]O)=[CH:9][CH:8]=1.[BrH:16], predict the reaction product. The product is: [BrH:16].[Br:16][CH2:13][C:10]1[CH:9]=[CH:8][C:7]([C:2]2[CH:3]=[CH:4][CH:5]=[CH:6][C:1]=2[CH3:15])=[N:12][CH:11]=1. (7) Given the reactants [Cl:1][C:2]1[CH:17]=[CH:16][C:5]([O:6][CH2:7][CH:8]2[CH2:13][NH:12][CH2:11][C:10]([F:15])([F:14])[CH2:9]2)=[CH:4][CH:3]=1.[O:18]1[CH:22]=[CH:21][CH:20]=[C:19]1[C:23]1[CH:24]=[C:25]([CH:29]=[CH:30][CH:31]=1)[C:26](O)=[O:27].Cl.CN(C)CCCN=C=NCC.C(N(CC)C(C)C)(C)C, predict the reaction product. The product is: [Cl:1][C:2]1[CH:3]=[CH:4][C:5]([O:6][CH2:7][CH:8]2[CH2:13][N:12]([C:26]([C:25]3[CH:29]=[CH:30][CH:31]=[C:23]([C:19]4[O:18][CH:22]=[CH:21][CH:20]=4)[CH:24]=3)=[O:27])[CH2:11][C:10]([F:15])([F:14])[CH2:9]2)=[CH:16][CH:17]=1.